This data is from Full USPTO retrosynthesis dataset with 1.9M reactions from patents (1976-2016). The task is: Predict the reactants needed to synthesize the given product. (1) Given the product [Br:25][C:26]1[CH:31]=[CH:30][C:29]([F:32])=[CH:28][C:27]=1[O:1][CH:2]1[CH2:3][CH2:4][N:5]([C:8]2[N:9]=[CH:10][C:11]([C:14]3[CH:15]=[C:16]([CH:22]=[CH:23][CH:24]=3)[C:17]([O:19][CH2:20][CH3:21])=[O:18])=[CH:12][N:13]=2)[CH2:6][CH2:7]1, predict the reactants needed to synthesize it. The reactants are: [OH:1][CH:2]1[CH2:7][CH2:6][N:5]([C:8]2[N:13]=[CH:12][C:11]([C:14]3[CH:15]=[C:16]([CH:22]=[CH:23][CH:24]=3)[C:17]([O:19][CH2:20][CH3:21])=[O:18])=[CH:10][N:9]=2)[CH2:4][CH2:3]1.[Br:25][C:26]1[CH:31]=[CH:30][C:29]([F:32])=[CH:28][C:27]=1O. (2) Given the product [CH2:23]([O:30][C:31]1[CH:36]=[C:35]([NH:37][C:38]2[N:43]=[C:42]([N:11]3[CH2:12][C@@H:13]([NH:15][C:16]([O:18][C:19]([CH3:22])([CH3:21])[CH3:20])=[O:17])[CH2:14][C@@H:9]([NH:8][C:6]([O:5][C:1]([CH3:4])([CH3:3])[CH3:2])=[O:7])[CH2:10]3)[N:41]=[C:40]([N:11]3[CH2:12][C@@H:13]([NH:15][C:16]([O:18][C:19]([CH3:21])([CH3:22])[CH3:20])=[O:17])[CH2:14][C@@H:9]([NH:8][C:6]([O:5][C:1]([CH3:4])([CH3:3])[CH3:2])=[O:7])[CH2:10]3)[N:39]=2)[CH:34]=[CH:33][C:32]=1[NH:46][C:47](=[O:49])[CH3:48])[C:24]1[CH:29]=[CH:28][CH:27]=[CH:26][CH:25]=1, predict the reactants needed to synthesize it. The reactants are: [C:1]([O:5][C:6]([NH:8][C@@H:9]1[CH2:14][C@H:13]([NH:15][C:16]([O:18][C:19]([CH3:22])([CH3:21])[CH3:20])=[O:17])[CH2:12][NH:11][CH2:10]1)=[O:7])([CH3:4])([CH3:3])[CH3:2].[CH2:23]([O:30][C:31]1[CH:36]=[C:35]([NH:37][C:38]2[N:43]=[C:42](Cl)[N:41]=[C:40](Cl)[N:39]=2)[CH:34]=[CH:33][C:32]=1[NH:46][C:47](=[O:49])[CH3:48])[C:24]1[CH:29]=[CH:28][CH:27]=[CH:26][CH:25]=1. (3) Given the product [NH2:20][C:16]1[N:15]=[C:14]([N:7]2[C:6]3[CH:21]=[C:2]([Br:1])[CH:3]=[CH:4][C:5]=3[N:9]=[C:8]2[O:22][CH:23]2[CH2:26][N:25]([C:27](=[O:29])[CH3:28])[CH2:24]2)[CH:19]=[CH:18][N:17]=1, predict the reactants needed to synthesize it. The reactants are: [Br:1][C:2]1[CH:3]=[CH:4][C:5]2[N:9]=[C:8](C(Cl)(Cl)Cl)[N:7]([C:14]3[CH:19]=[CH:18][N:17]=[C:16]([NH2:20])[N:15]=3)[C:6]=2[CH:21]=1.[OH:22][CH:23]1[CH2:26][N:25]([C:27](=[O:29])[CH3:28])[CH2:24]1.CC(C)([O-])C.[K+]. (4) Given the product [Br:1][C:2]1[CH:3]=[C:4]2[C:9](=[CH:10][C:11]=1[O:12][CH3:13])[N:8]=[C:7]([CH3:14])[CH:6]=[C:5]2[Cl:18], predict the reactants needed to synthesize it. The reactants are: [Br:1][C:2]1[CH:3]=[C:4]2[C:9](=[CH:10][C:11]=1[O:12][CH3:13])[N:8]=[C:7]([CH3:14])[CH:6]=[C:5]2O.O=P(Cl)(Cl)[Cl:18]. (5) Given the product [F:27][C:22]1[CH:21]=[C:20]([C@@H:19]2[CH2:18][N:17]([CH2:28][CH2:29][O:30][CH3:31])[CH2:16][C@H:15]2[NH:14][C:12]([NH:11][C:10]2[N:9]([C:32]3[CH:33]=[CH:34][CH:35]=[CH:36][CH:37]=3)[N:8]=[C:7]([O:38][CH2:39][CH3:40])[C:6]=2[CH2:5][CH:4]=[O:3])=[O:13])[CH:25]=[CH:24][C:23]=1[F:26], predict the reactants needed to synthesize it. The reactants are: C([O:3][CH:4](OCC)[CH2:5][C:6]1[C:7]([O:38][CH2:39][CH3:40])=[N:8][N:9]([C:32]2[CH:37]=[CH:36][CH:35]=[CH:34][CH:33]=2)[C:10]=1[NH:11][C:12]([NH:14][C@H:15]1[C@H:19]([C:20]2[CH:25]=[CH:24][C:23]([F:26])=[C:22]([F:27])[CH:21]=2)[CH2:18][N:17]([CH2:28][CH2:29][O:30][CH3:31])[CH2:16]1)=[O:13])C.O.Br.